This data is from Reaction yield outcomes from USPTO patents with 853,638 reactions. The task is: Predict the reaction yield, written as a fraction of the theoretical maximum amount of product (1.0 means a 100% yield; for example, 0.34 means a 34% yield). (1) The reactants are [C:18]1(P([C:14]2[CH:19]=[CH:18][CH:17]=[CH:16]C=2)[C:18]2[CH:19]=[CH:14]C=[CH:16][CH:17]=2)[CH:19]=[CH:14]C=[CH:16][CH:17]=1.N(C(OCC)=O)=NC(OCC)=O.[Br:32][C:33]1[C:34]([C:38]2[CH:43]=[CH:42][C:41]([F:44])=[CH:40][CH:39]=2)=[N:35][NH:36][CH:37]=1.C1(CCO)CC1. The catalyst is O1CCCC1.C1(C)C=CC=CC=1. The product is [Br:32][C:33]1[C:34]([C:38]2[CH:39]=[CH:40][C:41]([F:44])=[CH:42][CH:43]=2)=[N:35][N:36]([CH:19]([CH:18]2[CH2:17][CH2:16]2)[CH3:14])[CH:37]=1. The yield is 0.227. (2) The reactants are [C:1]([O:5][C:6](=[O:14])[NH:7][CH:8]1[CH2:13][CH2:12][NH:11][CH2:10][CH2:9]1)([CH3:4])([CH3:3])[CH3:2].[CH3:15][O:16][C:17]1[CH:26]=[C:25]2[C:20]([N:21]=[CH:22][C:23]([S:27][CH2:28][CH:29]=O)=[N:24]2)=[CH:19][CH:18]=1.C(O[BH-](OC(=O)C)OC(=O)C)(=O)C.[Na+]. The yield is 0.660. The catalyst is ClCCCl. The product is [C:1]([O:5][C:6](=[O:14])[NH:7][CH:8]1[CH2:13][CH2:12][N:11]([CH2:29][CH2:28][S:27][C:23]2[CH:22]=[N:21][C:20]3[C:25](=[CH:26][C:17]([O:16][CH3:15])=[CH:18][CH:19]=3)[N:24]=2)[CH2:10][CH2:9]1)([CH3:4])([CH3:2])[CH3:3]. (3) The reactants are [C:1]([N:5]1[C:9](=[O:10])[C:8]([NH:11][CH2:12][CH2:13][CH2:14][O:15][C:16]2[CH:17]=[N:18][CH:19]=[CH:20][CH:21]=2)=[C:7]([C:22]2[CH:27]=[CH:26][CH:25]=[CH:24][CH:23]=2)[S:6]1(=[O:29])=[O:28])([CH3:4])([CH3:3])[CH3:2].C1C=C(Cl)C=C(C(OO)=[O:38])C=1. The product is [C:1]([N:5]1[C:9](=[O:10])[C:8]([NH:11][CH2:12][CH2:13][CH2:14][O:15][C:16]2[CH:17]=[N+:18]([O-:38])[CH:19]=[CH:20][CH:21]=2)=[C:7]([C:22]2[CH:23]=[CH:24][CH:25]=[CH:26][CH:27]=2)[S:6]1(=[O:28])=[O:29])([CH3:4])([CH3:2])[CH3:3]. The yield is 0.760. The catalyst is C(Cl)Cl. (4) The reactants are O1CCCC1.[C:6]1([CH3:23])[CH:11]=[CH:10][C:9]([O:12][C:13]2[S:17][C:16]([CH2:18][C:19](Cl)=[N:20][OH:21])=[CH:15][CH:14]=2)=[CH:8][CH:7]=1.[C:24]([C:26]1[C:27]([NH2:33])=[N:28][C:29]([NH2:32])=[CH:30][CH:31]=1)#[CH:25].C(N(CC)CC)C. The catalyst is O. The product is [C:6]1([CH3:23])[CH:11]=[CH:10][C:9]([O:12][C:13]2[S:17][C:16]([CH2:18][C:19]3[CH:25]=[C:24]([C:26]4[C:27]([NH2:33])=[N:28][C:29]([NH2:32])=[CH:30][CH:31]=4)[O:21][N:20]=3)=[CH:15][CH:14]=2)=[CH:8][CH:7]=1. The yield is 0.140. (5) The reactants are [CH3:1][O:2][C:3](=[O:39])[CH:4]([C:9]1[CH:14]=[CH:13][C:12]([NH:15][C:16]([C:18]2[N:19](COCC[Si](C)(C)C)[CH:20]=[C:21]([C:23]#[N:24])[N:22]=2)=[O:17])=[C:11]([C:33]2[CH2:38][CH2:37][CH2:36][CH2:35][CH:34]=2)[CH:10]=1)[C:5]([O:7][CH3:8])=[O:6].C(O)(C(F)(F)F)=O. The catalyst is C(Cl)Cl. The product is [CH3:8][O:7][C:5](=[O:6])[CH:4]([C:9]1[CH:14]=[CH:13][C:12]([NH:15][C:16]([C:18]2[NH:19][CH:20]=[C:21]([C:23]#[N:24])[N:22]=2)=[O:17])=[C:11]([C:33]2[CH2:38][CH2:37][CH2:36][CH2:35][CH:34]=2)[CH:10]=1)[C:3]([O:2][CH3:1])=[O:39]. The yield is 0.840. (6) The reactants are [F:1][C:2]1[CH:3]=[C:4]2[C:8](=[CH:9][CH:10]=1)[N:7]([CH2:11][C:12]([OH:14])=[O:13])[C:6]([CH3:15])=[C:5]2[C:16]1[C:25]2[C:20](=[CH:21][CH:22]=[CH:23][CH:24]=2)[C:19](=[O:26])[N:18]([CH2:27][C:28]([NH:30][NH2:31])=O)[N:17]=1.COC(OC)[N:35]([CH3:37])C.N[C:41]1[CH:46]=[CH:45][CH:44]=[CH:43][CH:42]=1. The catalyst is CN(C=O)C. The product is [F:1][C:2]1[CH:3]=[C:4]2[C:8](=[CH:9][CH:10]=1)[N:7]([CH2:11][C:12]([OH:14])=[O:13])[C:6]([CH3:15])=[C:5]2[C:16]1[C:25]2[C:20](=[CH:21][CH:22]=[CH:23][CH:24]=2)[C:19](=[O:26])[N:18]([CH2:27][C:28]2[N:30]([C:41]3[CH:46]=[CH:45][CH:44]=[CH:43][CH:42]=3)[N:31]=[CH:37][N:35]=2)[N:17]=1. The yield is 0.150. (7) The reactants are [F:1][C:2]1[CH:23]=[CH:22][C:5]([CH2:6][C:7]2[CH:8]=[N:9][C:10]3[N:11]([N:14]=[CH:15][C:16]=3[C:17]([O:19]CC)=[O:18])[C:12]=2[CH3:13])=[CH:4][C:3]=1[O:24][C:25]([F:28])([F:27])[F:26].[OH-].[K+].Cl. The catalyst is CCO. The product is [F:1][C:2]1[CH:23]=[CH:22][C:5]([CH2:6][C:7]2[CH:8]=[N:9][C:10]3[N:11]([N:14]=[CH:15][C:16]=3[C:17]([OH:19])=[O:18])[C:12]=2[CH3:13])=[CH:4][C:3]=1[O:24][C:25]([F:28])([F:27])[F:26]. The yield is 0.810.